Dataset: Forward reaction prediction with 1.9M reactions from USPTO patents (1976-2016). Task: Predict the product of the given reaction. (1) Given the reactants [C:1]([O:5][C:6]([N:8]1[CH2:13][CH2:12][N:11]([C:14]2[C:19]([F:20])=[CH:18][CH:17]=[C:16]([NH:21][CH2:22][C:23]3[CH:28]=[CH:27][CH:26]=[CH:25][CH:24]=3)[C:15]=2[CH2:29][NH2:30])[CH2:10][CH2:9]1)=[O:7])([CH3:4])([CH3:3])[CH3:2].C(N(CC)CC)C.Cl[C:39](Cl)([O:41]C(=O)OC(Cl)(Cl)Cl)Cl, predict the reaction product. The product is: [C:1]([O:5][C:6]([N:8]1[CH2:9][CH2:10][N:11]([C:14]2[C:19]([F:20])=[CH:18][CH:17]=[C:16]3[C:15]=2[CH2:29][NH:30][C:39](=[O:41])[N:21]3[CH2:22][C:23]2[CH:28]=[CH:27][CH:26]=[CH:25][CH:24]=2)[CH2:12][CH2:13]1)=[O:7])([CH3:4])([CH3:2])[CH3:3]. (2) Given the reactants Cl[C:2]1[CH:3]=[CH:4][C:5]2[C:14]3[C:9](=[C:10]([CH3:15])[N:11]=[CH:12][CH:13]=3)[C:8](=[O:16])[N:7]([CH3:17])[C:6]=2[CH:18]=1.[OH:19][CH2:20][C:21]([NH:27][C:28](=[O:34])[O:29][C:30]([CH3:33])([CH3:32])[CH3:31])([CH3:26])[CH2:22][CH:23]([CH3:25])[CH3:24], predict the reaction product. The product is: [C:30]([O:29][C:28](=[O:34])[NH:27][C:21]([CH3:26])([CH2:22][CH:23]([CH3:24])[CH3:25])[CH2:20][O:19][C:2]1[CH:3]=[CH:4][C:5]2[C:14]3[C:9](=[C:10]([CH3:15])[N:11]=[CH:12][CH:13]=3)[C:8](=[O:16])[N:7]([CH3:17])[C:6]=2[CH:18]=1)([CH3:33])([CH3:32])[CH3:31]. (3) Given the reactants [Br:1][C:2]1[CH:3]=[C:4]([CH:9]=[CH:10][C:11]=1/[CH:12]=[CH:13]/[C:14]([O:16][CH3:17])=[O:15])[C:5]([O:7][CH3:8])=[O:6].[S:18](=[O:21])([OH:20])[O-:19].[Na+], predict the reaction product. The product is: [Br:1][C:2]1[CH:3]=[C:4]([C:5]([O:7][CH3:8])=[O:6])[CH:9]=[CH:10][C:11]=1[CH:12]([S:18]([OH:21])(=[O:20])=[O:19])[CH2:13][C:14]([O:16][CH3:17])=[O:15]. (4) Given the reactants [Cl:1][C:2]1[CH:7]=[CH:6][C:5]([C:8]2[N:9]=[C:10]([C:13]([OH:15])=O)[S:11][CH:12]=2)=[CH:4][CH:3]=1.C1N=CN(C(N2C=NC=C2)=O)C=1.[CH2:28]([S:30][CH2:31][CH2:32][NH2:33])[CH3:29].C(Cl)(Cl)Cl, predict the reaction product. The product is: [CH2:28]([S:30][CH2:31][CH2:32][NH:33][C:13]([C:10]1[S:11][CH:12]=[C:8]([C:5]2[CH:4]=[CH:3][C:2]([Cl:1])=[CH:7][CH:6]=2)[N:9]=1)=[O:15])[CH3:29]. (5) Given the reactants [CH3:1][C:2]1[O:6][C:5]([C:7]2[CH:8]=[CH:9][C:10]3[O:14][CH:13]=[C:12]([C:15]4[CH:20]=[CH:19][C:18]([CH2:21]O)=[CH:17][CH:16]=4)[C:11]=3[CH:23]=2)=[N:4][N:3]=1.S(Cl)([Cl:26])=O, predict the reaction product. The product is: [Cl:26][CH2:21][C:18]1[CH:19]=[CH:20][C:15]([C:12]2[C:11]3[CH:23]=[C:7]([C:5]4[O:6][C:2]([CH3:1])=[N:3][N:4]=4)[CH:8]=[CH:9][C:10]=3[O:14][CH:13]=2)=[CH:16][CH:17]=1. (6) Given the reactants Br[C:2]1[CH:3]=[C:4]2[N:10]([O:11][CH:12]([C:14]3[C:19]([Cl:20])=[CH:18][CH:17]=[C:16]([F:21])[C:15]=3[Cl:22])[CH3:13])[CH:9]=[CH:8][C:5]2=[N:6][CH:7]=1.[CH3:23][N:24]([CH3:39])[CH2:25][CH2:26][NH:27][C:28]([C:30]1[CH:31]=[C:32](B(O)O)[CH:33]=[CH:34][CH:35]=1)=[O:29], predict the reaction product. The product is: [Cl:22][C:15]1[C:16]([F:21])=[CH:17][CH:18]=[C:19]([Cl:20])[C:14]=1[CH:12]([O:11][N:10]1[C:4]2[C:5](=[N:6][CH:7]=[C:2]([C:34]3[CH:35]=[C:30]([CH:31]=[CH:32][CH:33]=3)[C:28]([NH:27][CH2:26][CH2:25][N:24]([CH3:39])[CH3:23])=[O:29])[CH:3]=2)[CH:8]=[CH:9]1)[CH3:13].